Predict the reactants needed to synthesize the given product. From a dataset of Full USPTO retrosynthesis dataset with 1.9M reactions from patents (1976-2016). (1) Given the product [CH3:16][C:14]1([CH3:15])[C:10]([CH3:31])([CH3:9])[O:11][B:12]([CH:17]2[CH2:1][CH:18]2[CH2:19][NH:20][C:21](=[O:30])[O:22][CH2:23][C:24]2[CH:29]=[CH:28][CH:27]=[CH:26][CH:25]=2)[O:13]1, predict the reactants needed to synthesize it. The reactants are: [CH2:1]([Zn]CC)C.ICI.[CH3:9][C:10]1([CH3:31])[C:14]([CH3:16])([CH3:15])[O:13][B:12](/[CH:17]=[CH:18]/[CH2:19][NH:20][C:21](=[O:30])[O:22][CH2:23][C:24]2[CH:29]=[CH:28][CH:27]=[CH:26][CH:25]=2)[O:11]1. (2) Given the product [C:1]([O:5][C:6]([N:8]1[C:16]2[C:11](=[CH:12][C:13]([O:17][CH2:18][C:19]3[CH:24]=[CH:23][CH:22]=[CH:21][CH:20]=3)=[CH:14][CH:15]=2)[C:10]([C:25]2[N:26]([C:38]([O:40][C:41]([CH3:44])([CH3:43])[CH3:42])=[O:39])[C:27]3[C:32]([CH:33]=2)=[CH:31][C:30]([O:34][CH2:35][CH2:36][N:55]([CH2:56][CH3:57])[CH2:53][CH3:54])=[CH:29][CH:28]=3)=[N:9]1)=[O:7])([CH3:4])([CH3:3])[CH3:2], predict the reactants needed to synthesize it. The reactants are: [C:1]([O:5][C:6]([N:8]1[C:16]2[C:11](=[CH:12][C:13]([O:17][CH2:18][C:19]3[CH:24]=[CH:23][CH:22]=[CH:21][CH:20]=3)=[CH:14][CH:15]=2)[C:10]([C:25]2[N:26]([C:38]([O:40][C:41]([CH3:44])([CH3:43])[CH3:42])=[O:39])[C:27]3[C:32]([CH:33]=2)=[CH:31][C:30]([O:34][CH2:35][CH2:36]Cl)=[CH:29][CH:28]=3)=[N:9]1)=[O:7])([CH3:4])([CH3:3])[CH3:2].C(=O)([O-])[O-].[K+].[K+].[I-].[K+].[CH2:53]([NH2:55])[CH3:54].[C:56](#N)[CH3:57]. (3) The reactants are: [Cl:1][C:2]1[CH:27]=[CH:26][CH:25]=[CH:24][C:3]=1[C:4]([NH:6][CH:7]([C:9]1[N:14]=[N:13][C:12]([NH:15][C:16]2[CH:21]=[CH:20][C:19]([O:22][CH3:23])=[CH:18][CH:17]=2)=[N:11][CH:10]=1)[CH3:8])=O.P(Cl)(Cl)(Cl)=O. Given the product [Cl:1][C:2]1[CH:27]=[CH:26][CH:25]=[CH:24][C:3]=1[C:4]1[N:14]2[C:9]([CH:10]=[N:11][C:12]([NH:15][C:16]3[CH:21]=[CH:20][C:19]([O:22][CH3:23])=[CH:18][CH:17]=3)=[N:13]2)=[C:7]([CH3:8])[N:6]=1, predict the reactants needed to synthesize it. (4) Given the product [ClH:27].[CH2:1]([O:8][C:9]([CH2:11][N:12]1[C:17]([C:18]2[CH:23]=[CH:22][CH:21]=[C:20]([NH2:24])[CH:19]=2)=[C:16]([Cl:27])[N:15]=[C:14]([Cl:28])[C:13]1=[O:29])=[O:10])[C:2]1[CH:7]=[CH:6][CH:5]=[CH:4][CH:3]=1, predict the reactants needed to synthesize it. The reactants are: [CH2:1]([O:8][C:9]([CH2:11][N:12]1[C:17]([C:18]2[CH:23]=[CH:22][CH:21]=[C:20]([N+:24]([O-])=O)[CH:19]=2)=[C:16]([Cl:27])[N:15]=[C:14]([Cl:28])[C:13]1=[O:29])=[O:10])[C:2]1[CH:7]=[CH:6][CH:5]=[CH:4][CH:3]=1.CCOC(C)=O.Cl. (5) Given the product [F:1][C:2]1[CH:3]=[C:4]([CH:23]=[CH:24][C:25]=1[NH:26][C:27]([NH:29][C:30]1[CH:35]=[C:34]([CH3:36])[CH:33]=[CH:32][C:31]=1[F:37])=[O:28])[O:5][C:6]1[CH:11]=[CH:10][N:9]=[C:8]([C:12]2[NH:16][CH:15]=[C:14]([C:17]([NH:19][CH2:20][CH2:21][N:46]3[CH2:45][CH2:44][N:43]([C:41]([O:40][CH2:38][CH3:39])=[O:42])[CH2:48][CH2:47]3)=[O:18])[CH:13]=2)[CH:7]=1, predict the reactants needed to synthesize it. The reactants are: [F:1][C:2]1[CH:3]=[C:4]([CH:23]=[CH:24][C:25]=1[NH:26][C:27]([NH:29][C:30]1[CH:35]=[C:34]([CH3:36])[CH:33]=[CH:32][C:31]=1[F:37])=[O:28])[O:5][C:6]1[CH:11]=[CH:10][N:9]=[C:8]([C:12]2[NH:16][CH:15]=[C:14]([C:17]([NH:19][CH2:20][CH:21]=O)=[O:18])[CH:13]=2)[CH:7]=1.[CH2:38]([O:40][C:41]([N:43]1[CH2:48][CH2:47][NH:46][CH2:45][CH2:44]1)=[O:42])[CH3:39].C(O)(=O)C.C([BH3-])#N.[Na+].C1COCC1. (6) Given the product [C:19]1([S:25]([N:28]2[C:32]3[CH:33]=[N:34][C:35]([C:38]#[N:39])=[C:36]([CH2:9][CH:6]4[CH2:7][CH2:8][N:3]([CH2:1][CH3:2])[CH2:4][CH2:5]4)[C:31]=3[C:30]3[CH:40]=[CH:41][CH:42]=[N:43][C:29]2=3)(=[O:27])=[O:26])[CH:20]=[CH:21][CH:22]=[CH:23][CH:24]=1, predict the reactants needed to synthesize it. The reactants are: [CH2:1]([N:3]1[CH2:8][CH2:7][C:6](=[CH2:9])[CH2:5][CH2:4]1)[CH3:2].C12BC(CCC1)CCC2.[C:19]1([S:25]([N:28]2[C:32]3[CH:33]=[N:34][C:35]([C:38]#[N:39])=[C:36](Br)[C:31]=3[C:30]3[CH:40]=[CH:41][CH:42]=[N:43][C:29]2=3)(=[O:27])=[O:26])[CH:24]=[CH:23][CH:22]=[CH:21][CH:20]=1.C(=O)([O-])[O-].[K+].[K+].